The task is: Predict the reactants needed to synthesize the given product.. This data is from Full USPTO retrosynthesis dataset with 1.9M reactions from patents (1976-2016). (1) Given the product [C:12]1([S:18]([C:21]2[C:22]([CH2:29][CH2:30][C:31]([OH:33])=[O:32])=[C:23](/[CH:27]=[C:5]3\[C:6](=[O:11])[NH:7][C:8]4[C:4]\3=[CH:3][C:2]([Br:1])=[CH:10][CH:9]=4)[NH:24][C:25]=2[CH3:26])(=[O:19])=[O:20])[CH:13]=[CH:14][CH:15]=[CH:16][CH:17]=1, predict the reactants needed to synthesize it. The reactants are: [Br:1][C:2]1[CH:3]=[C:4]2[C:8](=[CH:9][CH:10]=1)[NH:7][C:6](=[O:11])[CH2:5]2.[C:12]1([S:18]([C:21]2[C:22]([CH2:29][CH2:30][C:31]([OH:33])=[O:32])=[C:23]([CH:27]=O)[NH:24][C:25]=2[CH3:26])(=[O:20])=[O:19])[CH:17]=[CH:16][CH:15]=[CH:14][CH:13]=1.CC(O/N=C(/C(NCC=O)=O)\C1N=C(N)SC=1)(C(O)=O)C.N1CCCCC1. (2) The reactants are: [NH:1]1[CH2:6][CH2:5][C:4](=[O:7])[CH2:3][CH2:2]1.[C:8]([O:12][C:13](O[C:13]([O:12][C:8]([CH3:11])([CH3:10])[CH3:9])=[O:14])=[O:14])([CH3:11])([CH3:10])[CH3:9]. Given the product [C:13]([N:1]1[CH2:6][CH2:5][C:4](=[O:7])[CH2:3][CH2:2]1)([O:12][C:8]([CH3:11])([CH3:10])[CH3:9])=[O:14], predict the reactants needed to synthesize it.